This data is from Forward reaction prediction with 1.9M reactions from USPTO patents (1976-2016). The task is: Predict the product of the given reaction. (1) Given the reactants CO[C:3](=[O:13])[C:4]1[C:9]([Cl:10])=[CH:8][CH:7]=[CH:6][C:5]=1[CH2:11]Br.[C:14]1([CH2:20][CH2:21][CH2:22][NH2:23])[CH:19]=[CH:18][CH:17]=[CH:16][CH:15]=1.C([O-])([O-])=O.[K+].[K+].C(OCC)(=O)C, predict the reaction product. The product is: [Cl:10][C:9]1[CH:8]=[CH:7][CH:6]=[C:5]2[C:4]=1[C:3](=[O:13])[N:23]([CH2:22][CH2:21][CH2:20][C:14]1[CH:19]=[CH:18][CH:17]=[CH:16][CH:15]=1)[CH2:11]2. (2) The product is: [CH3:21][N:22]1[C:8]2[CH:14]=[C:4]([N+:1]([O-:3])=[O:2])[CH:5]=[CH:6][C:7]=2[S:12][CH2:17][C:24]1=[O:25]. Given the reactants [N+:1]([C:4]1[CH:5]=[CH:6][C:7]2[S:12]NC(=O)C[C:8]=2[CH:14]=1)([O-:3])=[O:2].[H-].[Na+].[CH3:17]I.CO.[CH3:21][N:22]([CH:24]=[O:25])C, predict the reaction product. (3) Given the reactants Cl[C:2]1[NH:7][C:6]2=[C:8]([CH:11]3[CH2:15][CH2:14][CH2:13][CH2:12]3)[O:9][N:10]=[C:5]2[C:4](=[O:16])[N:3]=1.[NH2:17][CH:18]([C:22]1[CH:27]=[CH:26][CH:25]=[C:24]([Cl:28])[CH:23]=1)[CH2:19][CH2:20][OH:21].CCN(C(C)C)C(C)C, predict the reaction product. The product is: [Cl:28][C:24]1[CH:23]=[C:22]([CH:18]([NH:17][C:2]2[NH:3][C:4](=[O:16])[C:5]3[C:6](=[C:8]([CH:11]4[CH2:15][CH2:14][CH2:13][CH2:12]4)[O:9][N:10]=3)[N:7]=2)[CH2:19][CH2:20][OH:21])[CH:27]=[CH:26][CH:25]=1.